Task: Predict which catalyst facilitates the given reaction.. Dataset: Catalyst prediction with 721,799 reactions and 888 catalyst types from USPTO (1) Reactant: Cl.CN(C)CCCN=C=NCC.ON1C2C=CC=CC=2N=N1.[CH3:23][O:24][C:25]1[CH:45]=[CH:44][C:28]([CH2:29][NH:30][C:31]2[CH:32]=[C:33]([CH3:43])[C:34]3[N:35]([C:37]([C:40](O)=[O:41])=[CH:38][N:39]=3)[N:36]=2)=[CH:27][CH:26]=1.[NH2:46][C:47]1[CH:48]=[C:49]([CH:55]=[CH:56][CH:57]=1)[C:50]([O:52][CH2:53][CH3:54])=[O:51]. Product: [CH2:53]([O:52][C:50](=[O:51])[C:49]1[CH:55]=[CH:56][CH:57]=[C:47]([NH:46][C:40]([C:37]2[N:35]3[N:36]=[C:31]([NH:30][CH2:29][C:28]4[CH:44]=[CH:45][C:25]([O:24][CH3:23])=[CH:26][CH:27]=4)[CH:32]=[C:33]([CH3:43])[C:34]3=[N:39][CH:38]=2)=[O:41])[CH:48]=1)[CH3:54]. The catalyst class is: 3. (2) Product: [NH2:23][C:22]1[N:24]=[C:25]([C:29]2[CH:11]=[C:10]([C:15]3[CH:14]=[CH:13][N:23]=[C:22]([NH2:24])[N:21]=3)[CH:7]=[CH:8][C:3]=2[OH:2])[CH:26]=[CH:27][N:21]=1. The catalyst class is: 40. Reactant: C(Cl)[O:2][CH3:3].[H-].[Na+].[C:7]([C:10]1[CH:15]=[CH:14][CH:13]=C[CH:11]=1)(=O)[CH3:8].[O-]CC.[Na+].Cl.[NH2:21][C:22]([NH2:24])=[NH:23].[CH2:25]1[CH2:29]O[CH2:27][CH2:26]1.